Task: Predict which catalyst facilitates the given reaction.. Dataset: Catalyst prediction with 721,799 reactions and 888 catalyst types from USPTO (1) Reactant: [S:1]1[CH:5]=[CH:4][CH:3]=[C:2]1[S:6]([N:9]1[CH2:14][CH2:13][N:12]([C:15]2[CH:20]=[CH:19][C:18]([C:21]([OH:27])([CH3:26])[C:22]([F:25])([F:24])[F:23])=[CH:17][CH:16]=2)[CH:11]([CH:28]=O)[CH2:10]1)(=[O:8])=[O:7].[NH:30]1[CH2:35][CH2:34][O:33][CH2:32][CH2:31]1.C(O[BH-](OC(=O)C)OC(=O)C)(=O)C.[Na+].C(O)(=O)C. Product: [F:25][C:22]([F:23])([F:24])[C:21]([C:18]1[CH:17]=[CH:16][C:15]([N:12]2[CH2:13][CH2:14][N:9]([S:6]([C:2]3[S:1][CH:5]=[CH:4][CH:3]=3)(=[O:7])=[O:8])[CH2:10][CH:11]2[CH2:28][N:30]2[CH2:35][CH2:34][O:33][CH2:32][CH2:31]2)=[CH:20][CH:19]=1)([OH:27])[CH3:26]. The catalyst class is: 26. (2) Reactant: C(OC([N:8]1[CH2:13][CH2:12][N:11]([C:14]2[CH:19]=[CH:18][C:17]([O:20][CH2:21][CH2:22][CH2:23][O:24][CH2:25][C:26]3[CH:31]=[CH:30][C:29]([Cl:32])=[CH:28][CH:27]=3)=[CH:16][CH:15]=2)[C@@H:10]([CH2:33][O:34][CH2:35][C:36]2[CH:41]=[CH:40][C:39]([O:42][CH3:43])=[CH:38][CH:37]=2)[CH2:9]1)=O)(C)(C)C.C(Cl)(=O)C. Product: [Cl:32][C:29]1[CH:28]=[CH:27][C:26]([CH2:25][O:24][CH2:23][CH2:22][CH2:21][O:20][C:17]2[CH:16]=[CH:15][C:14]([N:11]3[CH2:12][CH2:13][NH:8][CH2:9][C@@H:10]3[CH2:33][O:34][CH2:35][C:36]3[CH:37]=[CH:38][C:39]([O:42][CH3:43])=[CH:40][CH:41]=3)=[CH:19][CH:18]=2)=[CH:31][CH:30]=1. The catalyst class is: 5. (3) Reactant: [N+:1]([CH2:4][C:5]([O:7][CH2:8][CH3:9])=[O:6])([O-:3])=O.[CH:10]([CH:12]1[CH2:17][CH2:16][CH2:15][CH2:14][CH2:13]1)=[CH2:11].N12CCN(CC1)CC2. Product: [C:12]1([CH:10]2[O:3][N:1]=[C:4]([C:5]([O:7][CH2:8][CH3:9])=[O:6])[CH2:11]2)[CH:17]=[CH:16][CH:15]=[CH:14][CH:13]=1. The catalyst class is: 8. (4) Reactant: [Br:1][C:2]1[CH:7]=[CH:6][C:5]([OH:8])=[CH:4][CH:3]=1.Br[CH2:10][CH2:11][CH2:12][C:13]([F:16])([F:15])[F:14].C([O-])([O-])=O.[K+].[K+]. Product: [Br:1][C:2]1[CH:7]=[CH:6][C:5]([O:8][CH2:10][CH2:11][CH2:12][C:13]([F:16])([F:15])[F:14])=[CH:4][CH:3]=1. The catalyst class is: 31. (5) Reactant: C(OC([N:8]([C:28]1[C:37]2[C:32](=[CH:33][CH:34]=[C:35]([O:38][CH3:39])[N:36]=2)[N:31]=[CH:30][CH:29]=1)[C:9](=[O:27])[C@@H:10]1[CH2:14][C@@H:13]([NH:15][CH2:16][C:17]2[N:22]=[CH:21][C:20]3[O:23][CH2:24][CH2:25][O:26][C:19]=3[CH:18]=2)[CH2:12][NH:11]1)=O)(C)(C)C.C(O)(C(F)(F)F)=O. Product: [O:26]1[C:19]2[CH:18]=[C:17]([CH2:16][NH:15][C@H:13]3[CH2:12][NH:11][C@H:10]([C:9]([NH:8][C:28]4[C:37]5[C:32](=[CH:33][CH:34]=[C:35]([O:38][CH3:39])[N:36]=5)[N:31]=[CH:30][CH:29]=4)=[O:27])[CH2:14]3)[N:22]=[CH:21][C:20]=2[O:23][CH2:24][CH2:25]1. The catalyst class is: 2. (6) Reactant: [CH2:1]([O:8][C:9]1[CH:26]=[CH:25][CH:24]=[CH:23][C:10]=1[CH2:11][O:12][C:13]1[CH:22]=[CH:21][C:16]([C:17]([O:19]C)=[O:18])=[CH:15][CH:14]=1)[C:2]1[CH:7]=[CH:6][CH:5]=[CH:4][CH:3]=1.[OH-].[Na+]. Product: [CH2:1]([O:8][C:9]1[CH:26]=[CH:25][CH:24]=[CH:23][C:10]=1[CH2:11][O:12][C:13]1[CH:14]=[CH:15][C:16]([C:17]([OH:19])=[O:18])=[CH:21][CH:22]=1)[C:2]1[CH:3]=[CH:4][CH:5]=[CH:6][CH:7]=1. The catalyst class is: 36. (7) Reactant: [CH3:1][C:2]1[CH:7]=[CH:6][C:5]([N:8]([CH2:12][CH2:13][CH3:14])[CH2:9][CH2:10][CH3:11])=[CH:4][C:3]=1[NH2:15].[CH3:16][C:17]1[CH:22]=[C:21]([CH3:23])[CH:20]=[C:19]([CH3:24])[C:18]=1[N:25]=[C:26]=[S:27]. Product: [CH2:9]([N:8]([CH2:12][CH2:13][CH3:14])[C:5]1[CH:6]=[CH:7][C:2]([CH3:1])=[C:3]([NH:15][C:26]([NH:25][C:18]2[C:17]([CH3:16])=[CH:22][C:21]([CH3:23])=[CH:20][C:19]=2[CH3:24])=[S:27])[CH:4]=1)[CH2:10][CH3:11]. The catalyst class is: 5.